From a dataset of Reaction yield outcomes from USPTO patents with 853,638 reactions. Predict the reaction yield, written as a fraction of the theoretical maximum amount of product (1.0 means a 100% yield; for example, 0.34 means a 34% yield). (1) The product is [CH2:1]([CH:3]([O:6][C:7]1[CH:12]=[C:11]([CH3:13])[N:10]=[C:9]2[C:8]=1[CH2:24][O:25][CH2:28][N:14]2[C:15]1[C:16]([CH3:23])=[CH:17][C:18]([CH3:22])=[CH:19][C:20]=1[CH3:21])[CH2:4][CH3:5])[CH3:2]. The catalyst is C1(C)C=CC=CC=1. The reactants are [CH2:1]([CH:3]([O:6][C:7]1[CH:12]=[C:11]([CH3:13])[N:10]=[C:9]([NH:14][C:15]2[C:20]([CH3:21])=[CH:19][C:18]([CH3:22])=[CH:17][C:16]=2[CH3:23])[C:8]=1[CH2:24][OH:25])[CH2:4][CH3:5])[CH3:2].C=O.[CH3:28]C1C=CC(S(O)(=O)=O)=CC=1. The yield is 0.500. (2) The reactants are S(C1C=CC(C)=CC=1)([O-])(=O)=[O:2].[Br:12][C:13]1[CH:22]=[CH:21][C:20]([N+:23]([O-:25])=[O:24])=[C:19]2[C:14]=1[CH:15]=[CH:16][N+:17]([CH3:26])=[CH:18]2.C([O-])([O-])=O.[Na+].[Na+].OO. The catalyst is C(Cl)Cl. The product is [Br:12][C:13]1[CH:22]=[CH:21][C:20]([N+:23]([O-:25])=[O:24])=[C:19]2[C:14]=1[CH:15]=[CH:16][N:17]([CH3:26])[C:18]2=[O:2]. The yield is 0.0800. (3) The reactants are [NH2:1][C:2]1[C:7](=[O:8])[NH:6][C:5](=[S:9])[N:4]([CH2:10][CH2:11][CH2:12][CH2:13][CH3:14])[C:3]=1[NH:15][C:16]([CH:18]1[CH2:21][CH2:20][CH2:19]1)=O.[OH-].[Na+]. The catalyst is O.CO. The yield is 0.737. The product is [CH:18]1([C:16]2[NH:1][C:2]3[C:7](=[O:8])[NH:6][C:5](=[S:9])[N:4]([CH2:10][CH2:11][CH2:12][CH2:13][CH3:14])[C:3]=3[N:15]=2)[CH2:21][CH2:20][CH2:19]1. (4) The reactants are C(O[C:4](=[O:22])[C:5](=[CH:11][NH:12][C:13]1[CH:18]=[C:17]([O:19][CH3:20])[CH:16]=[CH:15][C:14]=1[Br:21])[C:6]([O:8][CH2:9][CH3:10])=[O:7])C.C(=O)(O)[O-].[Na+]. The catalyst is C(O)C. The product is [CH2:9]([O:8][C:6]([C:5]1[C:4](=[O:22])[C:18]2[C:13](=[C:14]([Br:21])[CH:15]=[CH:16][C:17]=2[O:19][CH3:20])[NH:12][CH:11]=1)=[O:7])[CH3:10]. The yield is 0.300.